This data is from Forward reaction prediction with 1.9M reactions from USPTO patents (1976-2016). The task is: Predict the product of the given reaction. (1) Given the reactants S(Cl)(Cl)=O.CC1C=C(C)C=CC=1C(O)=O.CC1C=C(C)C=CC=1C(Cl)=O.[CH3:27][C:28]1[CH:33]=[C:32]([CH3:34])[CH:31]=[CH:30][C:29]=1[C:35]([N:37]=[C:38]=[S:39])=[O:36].[Cl:40][C:41]1[CH:42]=[C:43]([CH:45]=[CH:46][C:47]=1[O:48][C:49]1[C:58]2[C:53](=[CH:54][C:55]([O:61][CH3:62])=[C:56]([O:59][CH3:60])[CH:57]=2)[N:52]=[CH:51][CH:50]=1)[NH2:44], predict the reaction product. The product is: [Cl:40][C:41]1[CH:42]=[C:43]([NH:44][C:38]([NH:37][C:35](=[O:36])[C:29]2[CH:30]=[CH:31][C:32]([CH3:34])=[CH:33][C:28]=2[CH3:27])=[S:39])[CH:45]=[CH:46][C:47]=1[O:48][C:49]1[C:58]2[C:53](=[CH:54][C:55]([O:61][CH3:62])=[C:56]([O:59][CH3:60])[CH:57]=2)[N:52]=[CH:51][CH:50]=1. (2) Given the reactants [CH2:1]([O:8][C:9]1[CH:10]=[C:11]([CH:26]=[CH:27][CH:28]=1)[O:12][C:13]1[CH:20]=[C:19]([CH3:21])[C:16]([CH:17]=[O:18])=[C:15]([O:22]COC)[CH:14]=1)[C:2]1[CH:7]=[CH:6][CH:5]=[CH:4][CH:3]=1.Cl, predict the reaction product. The product is: [CH2:1]([O:8][C:9]1[CH:10]=[C:11]([CH:26]=[CH:27][CH:28]=1)[O:12][C:13]1[CH:20]=[C:19]([CH3:21])[C:16]([CH:17]=[O:18])=[C:15]([OH:22])[CH:14]=1)[C:2]1[CH:3]=[CH:4][CH:5]=[CH:6][CH:7]=1. (3) Given the reactants [CH:1]1([C:4]([NH:6][C:7]2[N:8]=[C:9]3[CH:14]=[CH:13][C:12]([O:15][C:16]4[CH:17]=[CH:18][C:19]([CH3:32])=[C:20]([NH:22][C:23]([C:25]5[N:29]([CH3:30])[N:28]=[C:27]([CH3:31])[CH:26]=5)=[O:24])[CH:21]=4)=[N:11][N:10]3[CH:33]=2)=[O:5])[CH2:3][CH2:2]1.[CH3:34][S:35]([OH:38])(=[O:37])=[O:36], predict the reaction product. The product is: [CH3:34][S:35]([OH:38])(=[O:37])=[O:36].[CH:1]1([C:4]([NH:6][C:7]2[N:8]=[C:9]3[CH:14]=[CH:13][C:12]([O:15][C:16]4[CH:17]=[CH:18][C:19]([CH3:32])=[C:20]([NH:22][C:23]([C:25]5[N:29]([CH3:30])[N:28]=[C:27]([CH3:31])[CH:26]=5)=[O:24])[CH:21]=4)=[N:11][N:10]3[CH:33]=2)=[O:5])[CH2:3][CH2:2]1. (4) Given the reactants Br[CH2:2][C:3](Br)=[O:4].[NH2:6][CH:7]1[C:15]2[C:10](=[CH:11][CH:12]=[CH:13][CH:14]=2)[CH2:9][CH2:8]1.[CH3:16][O:17][C:18]1[CH:19]=[C:20]([CH:37]=[CH:38][C:39]=1[O:40][CH3:41])[CH2:21][CH:22]1[C:28]2[CH:29]=[C:30]([O:35][CH3:36])[C:31]([O:33][CH3:34])=[CH:32][C:27]=2[O:26][CH2:25][CH2:24][NH:23]1, predict the reaction product. The product is: [CH3:16][O:17][C:18]1[CH:19]=[C:20]([CH:37]=[CH:38][C:39]=1[O:40][CH3:41])[CH2:21][CH:22]1[C:28]2[CH:29]=[C:30]([O:35][CH3:36])[C:31]([O:33][CH3:34])=[CH:32][C:27]=2[O:26][CH2:25][CH2:24][N:23]1[CH2:2][C:3]([NH:6][CH:7]1[C:15]2[C:10](=[CH:11][CH:12]=[CH:13][CH:14]=2)[CH2:9][CH2:8]1)=[O:4]. (5) Given the reactants C(Cl)(C)=O.CC([Si](C1C=CC=CC=1)(C1C=CC=CC=1)[O:10][CH2:11][C:12]1[N:13]=[C:14]([C:17]2[CH:22]=[CH:21][C:20]([F:23])=[CH:19][CH:18]=2)[O:15][CH:16]=1)(C)C, predict the reaction product. The product is: [F:23][C:20]1[CH:19]=[CH:18][C:17]([C:14]2[O:15][CH:16]=[C:12]([CH2:11][OH:10])[N:13]=2)=[CH:22][CH:21]=1. (6) Given the reactants [N+:1]([C:4]1[CH:12]=[CH:11][C:7](C(O)=O)=[CH:6][CH:5]=1)([O-:3])=[O:2].[NH2:13][CH2:14][CH2:15][CH2:16][N:17]1[CH2:21][CH2:20][CH2:19][CH2:18]1.CN([C:25]([O:29]N1N=NC2C=CC=CC1=2)=[N+](C)C)C.[B-](F)(F)(F)F.C(=O)(O)[O-].[Na+], predict the reaction product. The product is: [N+:1]([C:4]1[CH:5]=[C:6]([CH:7]=[CH:11][CH:12]=1)[C:25]([NH:13][CH2:14][CH2:15][CH2:16][N:17]1[CH2:21][CH2:20][CH2:19][CH2:18]1)=[O:29])([O-:3])=[O:2]. (7) Given the reactants [OH:1][C@H:2]([C@@H:4]1[CH2:8][O:7][C:6]([C:9]2[NH:13][C:12]([C:14]3[CH:15]=[C:16]([OH:26])[CH:17]=[C:18]([O:20][C@@H:21]([CH3:25])[CH2:22][O:23][CH3:24])[CH:19]=3)=[CH:11][CH:10]=2)=[N:5]1)[CH3:3].Cl[C:28]1[CH:33]=[N:32][C:31]([S:34]([CH3:37])(=[O:36])=[O:35])=[CH:30][N:29]=1.C(=O)([O-])[O-].[K+].[K+].O, predict the reaction product. The product is: [CH3:24][O:23][CH2:22][C@@H:21]([O:20][C:18]1[CH:19]=[C:14]([C:12]2[NH:13][C:9]([C:6]3[O:7][CH2:8][C@@H:4]([C@@H:2]([OH:1])[CH3:3])[N:5]=3)=[CH:10][CH:11]=2)[CH:15]=[C:16]([O:26][C:28]2[CH:33]=[N:32][C:31]([S:34]([CH3:37])(=[O:36])=[O:35])=[CH:30][N:29]=2)[CH:17]=1)[CH3:25].